From a dataset of Peptide-MHC class II binding affinity with 134,281 pairs from IEDB. Regression. Given a peptide amino acid sequence and an MHC pseudo amino acid sequence, predict their binding affinity value. This is MHC class II binding data. (1) The peptide sequence is DNINTPEGIIPALFE. The MHC is DRB1_0802 with pseudo-sequence DRB1_0802. The binding affinity (normalized) is 0. (2) The peptide sequence is TVAAAPQVKYAVFEA. The binding affinity (normalized) is 0.562. The MHC is DRB5_0101 with pseudo-sequence DRB5_0101. (3) The peptide sequence is ISRATFILTARVRRV. The binding affinity (normalized) is 0.663. The MHC is H-2-IAd with pseudo-sequence H-2-IAd. (4) The peptide sequence is DYINTSLTSINVQASALF. The MHC is DRB1_0401 with pseudo-sequence DRB1_0401. The binding affinity (normalized) is 0.555.